This data is from Reaction yield outcomes from USPTO patents with 853,638 reactions. The task is: Predict the reaction yield, written as a fraction of the theoretical maximum amount of product (1.0 means a 100% yield; for example, 0.34 means a 34% yield). (1) The reactants are [OH:1]/[N:2]=[C:3](/[C:8]1[CH:13]=[CH:12][C:11]([C:14]2[N:18]([CH3:19])[C:17]([C:20]#[N:21])=[CH:16][CH:15]=2)=[CH:10][CH:9]=1)\[C:4]([CH3:7])([CH3:6])[CH3:5].[H-].[Na+].[CH3:24]I. The catalyst is C1COCC1. The product is [CH3:24][O:1]/[N:2]=[C:3](/[C:8]1[CH:13]=[CH:12][C:11]([C:14]2[N:18]([CH3:19])[C:17]([C:20]#[N:21])=[CH:16][CH:15]=2)=[CH:10][CH:9]=1)\[C:4]([CH3:7])([CH3:6])[CH3:5]. The yield is 0.100. (2) The reactants are [O:1]([CH2:8][C:9]1[CH:18]=[CH:17][C:12]([C:13]([O:15]C)=[O:14])=[CH:11][CH:10]=1)[C:2]1[CH:7]=[CH:6][CH:5]=[CH:4][CH:3]=1.O.O.[OH-].[Li+].Cl. The catalyst is C1COCC1.CO. The product is [O:1]([CH2:8][C:9]1[CH:18]=[CH:17][C:12]([C:13]([OH:15])=[O:14])=[CH:11][CH:10]=1)[C:2]1[CH:3]=[CH:4][CH:5]=[CH:6][CH:7]=1. The yield is 0.790. (3) The reactants are [Cl:1][C:2]1[CH:10]=[C:9]([C:11]([NH:13][CH:14]([C:16]2[NH:20][C:19]3[CH:21]=[CH:22][C:23]([Cl:25])=[CH:24][C:18]=3[N:17]=2)[CH3:15])=[O:12])[CH:8]=[CH:7][C:3]=1[C:4]([OH:6])=O.CN(C(O[N:34]1N=[N:41][C:36]2C=[CH:38][CH:39]=[CH:40][C:35]1=2)=[N+](C)C)C.[B-](F)(F)(F)F.C(N(C(C)C)CC)(C)C.ClCl.[O:59]1CCCC1. The catalyst is ClCCl.C(O)C. The product is [Cl:25][C:23]1[CH:22]=[CH:21][C:19]2[NH:20][C:16]([CH:14]([NH:13][C:11](=[O:12])[C:9]3[CH:8]=[CH:7][C:3]([C:4]([N:34]4[CH2:38][CH2:39][CH2:40][C@@H:35]4[C:36]([NH2:41])=[O:59])=[O:6])=[C:2]([Cl:1])[CH:10]=3)[CH3:15])=[N:17][C:18]=2[CH:24]=1. The yield is 0.470.